This data is from Full USPTO retrosynthesis dataset with 1.9M reactions from patents (1976-2016). The task is: Predict the reactants needed to synthesize the given product. (1) Given the product [NH2:1][C:2]1[C:10]([NH2:11])=[CH:9][CH:8]=[CH:7][C:3]=1[C:4]([OH:6])=[O:5], predict the reactants needed to synthesize it. The reactants are: [NH2:1][C:2]1[C:10]([N+:11]([O-])=O)=[CH:9][CH:8]=[CH:7][C:3]=1[C:4]([OH:6])=[O:5].[H][H]. (2) Given the product [C:78]([O:77][C:76]([NH:75][CH2:74][CH2:73][O:72][CH2:71][CH2:70][O:69][CH2:68][CH2:67][NH:66][C:30]([C:29]1[CH:33]=[CH:34][C:26]([CH2:25][N:22]2[CH2:23][CH2:24][CH:19]([NH:18][C:16](=[O:17])[O:15][CH2:14][CH:12]3[C:13]4[CH:1]=[CH:2][CH:3]=[CH:4][C:5]=4[C:6]4[C:11]3=[CH:10][CH:9]=[CH:8][CH:7]=4)[CH2:20][CH2:21]2)=[CH:27][CH:28]=1)=[O:31])=[O:82])([CH3:79])([CH3:81])[CH3:80], predict the reactants needed to synthesize it. The reactants are: [CH:1]1[C:13]2[CH:12]([CH2:14][O:15][C:16]([NH:18][CH:19]3[CH2:24][CH2:23][N:22]([CH2:25][C:26]4[CH:34]=[CH:33][C:29]([C:30](O)=[O:31])=[CH:28][CH:27]=4)[CH2:21][CH2:20]3)=[O:17])[C:11]3[C:6](=[CH:7][CH:8]=[CH:9][CH:10]=3)[C:5]=2[CH:4]=[CH:3][CH:2]=1.CN(C(ON1N=NC2C=CC=CC1=2)=[N+](C)C)C.[B-](F)(F)(F)F.CCN(C(C)C)C(C)C.[NH2:66][CH2:67][CH2:68][O:69][CH2:70][CH2:71][O:72][CH2:73][CH2:74][NH:75][C:76](=[O:82])[O:77][C:78]([CH3:81])([CH3:80])[CH3:79]. (3) The reactants are: [I:1][C:2]1[CH:3]=[C:4]([CH:6]=[CH:7][CH:8]=1)[NH2:5].[CH3:9][N:10]1[C:14]([C:15](Cl)=[O:16])=[CH:13][C:12]([CH3:18])=[N:11]1. Given the product [I:1][C:2]1[CH:3]=[C:4]([NH:5][C:15]([C:14]2[N:10]([CH3:9])[N:11]=[C:12]([CH3:18])[CH:13]=2)=[O:16])[CH:6]=[CH:7][CH:8]=1, predict the reactants needed to synthesize it. (4) Given the product [Cl:13][C:14]1[CH:19]=[C:18]([Cl:20])[CH:17]=[CH:16][C:15]=1[S:21][C:2]1[C:7]([C:8]#[N:9])=[CH:6][N:5]=[C:4]2[CH:10]=[CH:11][S:12][C:3]=12, predict the reactants needed to synthesize it. The reactants are: Cl[C:2]1[C:7]([C:8]#[N:9])=[CH:6][N:5]=[C:4]2[CH:10]=[CH:11][S:12][C:3]=12.[Cl:13][C:14]1[CH:19]=[C:18]([Cl:20])[CH:17]=[CH:16][C:15]=1[SH:21]. (5) Given the product [ClH:12].[Br:1][C:2]1[CH:3]=[CH:4][C:5]([CH2:8][Cl:12])=[CH:6][N:7]=1, predict the reactants needed to synthesize it. The reactants are: [Br:1][C:2]1[N:7]=[CH:6][C:5]([CH2:8]O)=[CH:4][CH:3]=1.S(Cl)([Cl:12])=O. (6) The reactants are: [N+:1]([C:4]1[CH:9]=[CH:8][C:7]([O:10][CH2:11][C:12]([F:15])([F:14])[F:13])=[CH:6][CH:5]=1)([O-])=O. Given the product [F:13][C:12]([F:14])([F:15])[CH2:11][O:10][C:7]1[CH:8]=[CH:9][C:4]([NH2:1])=[CH:5][CH:6]=1, predict the reactants needed to synthesize it. (7) Given the product [CH2:7]([S:11]([CH2:12][CH2:13][CH2:14][C:15]([OH:17])=[O:16])=[O:2])[CH2:8][CH2:9][CH3:10], predict the reactants needed to synthesize it. The reactants are: I([O-])(=O)(=O)=[O:2].[Na+].[CH2:7]([S:11][CH2:12][CH2:13][CH2:14][C:15]([OH:17])=[O:16])[CH2:8][CH2:9][CH3:10].